This data is from Forward reaction prediction with 1.9M reactions from USPTO patents (1976-2016). The task is: Predict the product of the given reaction. (1) Given the reactants [NH2:1][C:2]1[CH:7]=[CH:6][C:5]([CH2:8][C:9]([NH:11][CH2:12][CH2:13][N:14]([CH3:16])[CH3:15])=[O:10])=[CH:4][CH:3]=1.CCN=C=NCCCN(C)C.ON1C2C=CC=CC=2N=N1.CN(C1C=CC=CN=1)C.[N+:47]([C:50]1[CH:55]=[CH:54][C:53]([CH2:56][C:57](O)=[O:58])=[CH:52][CH:51]=1)([O-:49])=[O:48], predict the reaction product. The product is: [CH3:16][N:14]([CH3:15])[CH2:13][CH2:12][NH:11][C:9](=[O:10])[CH2:8][C:5]1[CH:4]=[CH:3][C:2]([NH:1][C:57](=[O:58])[CH2:56][C:53]2[CH:52]=[CH:51][C:50]([N+:47]([O-:49])=[O:48])=[CH:55][CH:54]=2)=[CH:7][CH:6]=1. (2) The product is: [Si:5]([O:8][C@H:9]1[C:10](=[CH2:23])[C@H:11]([CH2:26][OH:27])[CH2:12][C@H:13]([OH:15])[CH2:14]1)([C:1]([CH3:2])([CH3:3])[CH3:4])([CH3:6])[CH3:7]. Given the reactants [C:1]([Si:5]([O:8][C@@H:9]1[CH2:14][C@@H:13]([O:15][Si](CC)(CC)CC)[CH2:12][CH:11]=[C:10]1[CH2:23]I)([CH3:7])[CH3:6])([CH3:4])([CH3:3])[CH3:2].[In].[CH2:26]=[O:27], predict the reaction product.